This data is from Forward reaction prediction with 1.9M reactions from USPTO patents (1976-2016). The task is: Predict the product of the given reaction. (1) Given the reactants [Cl:1][C:2]1[CH:3]=[C:4]2[C:8](=[CH:9][CH:10]=1)[NH:7][CH:6]=[C:5]2[CH2:11][CH2:12][NH:13][C:14](=[O:23])[C:15]1[CH:20]=[CH:19][C:18]([CH2:21]Cl)=[CH:17][CH:16]=1.[NH:24]1[CH2:28][CH2:27][CH2:26][CH2:25]1.[I-].[Na+], predict the reaction product. The product is: [Cl:1][C:2]1[CH:3]=[C:4]2[C:8](=[CH:9][CH:10]=1)[NH:7][CH:6]=[C:5]2[CH2:11][CH2:12][NH:13][C:14](=[O:23])[C:15]1[CH:20]=[CH:19][C:18]([CH2:21][N:24]2[CH2:28][CH2:27][CH2:26][CH2:25]2)=[CH:17][CH:16]=1. (2) Given the reactants [C:1]([C:5]1[N:10]=[C:9]([N:11]2[CH2:16][CH2:15][N:14]([CH2:17][CH2:18][CH2:19][CH2:20][NH2:21])[CH2:13][CH2:12]2)[CH:8]=[C:7]([C:22]([F:25])([F:24])[F:23])[N:6]=1)([CH3:4])([CH3:3])[CH3:2].C1N=CN([C:31](N2C=NC=C2)=[O:32])C=1.[C:38]1([CH3:50])[CH:43]=[CH:42][CH:41]=[C:40]([N:44]2[CH2:49][CH2:48][NH:47][CH2:46][CH2:45]2)[CH:39]=1, predict the reaction product. The product is: [C:1]([C:5]1[N:10]=[C:9]([N:11]2[CH2:16][CH2:15][N:14]([CH2:17][CH2:18][CH2:19][CH2:20][NH:21][C:31]([N:47]3[CH2:46][CH2:45][N:44]([C:40]4[CH:39]=[C:38]([CH3:50])[CH:43]=[CH:42][CH:41]=4)[CH2:49][CH2:48]3)=[O:32])[CH2:13][CH2:12]2)[CH:8]=[C:7]([C:22]([F:24])([F:25])[F:23])[N:6]=1)([CH3:4])([CH3:2])[CH3:3]. (3) Given the reactants [N+]([C:4]1C=C(N2CCNCC2)C=CC=1)([O-])=O.[N+:16]([C:19]1[CH:24]=[CH:23][C:22]([N:25]2[CH2:30][CH2:29][NH:28][CH2:27][CH2:26]2)=[CH:21][CH:20]=1)([O-])=O.CS(C1N=CC2=CC=C([C:43]3C=CC=[CH:45][C:44]=3[O:49]C)N2N=1)=O.[Cl:51][C:52]1[CH:53]=[C:54]([C:58]2[N:66]3[C:61]([CH:62]=[N:63][C:64](S(C)=O)=[N:65]3)=[CH:60][CH:59]=2)[CH:55]=[CH:56][CH:57]=1, predict the reaction product. The product is: [Cl:51][C:52]1[CH:53]=[C:54]([C:58]2[N:66]3[C:61]([CH:62]=[N:63][C:64]([NH:16][C:19]4[CH:24]=[CH:23][C:22]([N:25]5[CH2:30][CH2:29][N:28]([CH2:43][C:44]([CH3:4])([OH:49])[CH3:45])[CH2:27][CH2:26]5)=[CH:21][CH:20]=4)=[N:65]3)=[CH:60][CH:59]=2)[CH:55]=[CH:56][CH:57]=1. (4) The product is: [NH2:1][C:4]1[CH:5]=[CH:6][C:7]([CH2:8][N:9]2[CH2:13][CH2:12][CH2:11][CH:10]2[CH:14]([OH:16])[CH3:15])=[CH:17][CH:18]=1. Given the reactants [N+:1]([C:4]1[CH:18]=[CH:17][C:7]([CH2:8][N:9]2[CH2:13][CH2:12][CH2:11][CH:10]2[CH:14]([OH:16])[CH3:15])=[CH:6][CH:5]=1)([O-])=O.C.O.NN, predict the reaction product. (5) Given the reactants [NH2:1][C@@H:2]([CH2:33][C:34]1[CH:39]=[CH:38][CH:37]=[CH:36][CH:35]=1)[C@@H:3]([OH:32])[CH2:4][C@@H:5]([NH:19][C:20]([C@@H:22]([NH:27][C:28](=[O:31])[O:29][CH3:30])[C:23]([CH3:26])([CH3:25])[CH3:24])=[O:21])[CH2:6][C:7]1[CH:12]=[CH:11][C:10]([C:13]2[CH:18]=[CH:17][CH:16]=[CH:15][N:14]=2)=[CH:9][CH:8]=1.[CH3:40][O:41][C:42]1[CH:62]=[CH:61][CH:60]=[CH:59][C:43]=1[CH2:44][N:45]1[CH2:49][CH2:48][N:47]([C@@H:50]([C:54]([CH3:57])([CH3:56])[CH3:55])[C:51](O)=[O:52])[C:46]1=[O:58].CCOP(ON1N=NC2C=CC=CC=2C1=O)(OCC)=O.C(N(CC)C(C)C)(C)C, predict the reaction product. The product is: [OH:32][C@H:3]([C@@H:2]([NH:1][C:51](=[O:52])[C@@H:50]([N:47]1[CH2:48][CH2:49][N:45]([CH2:44][C:43]2[CH:59]=[CH:60][CH:61]=[CH:62][C:42]=2[O:41][CH3:40])[C:46]1=[O:58])[C:54]([CH3:57])([CH3:56])[CH3:55])[CH2:33][C:34]1[CH:35]=[CH:36][CH:37]=[CH:38][CH:39]=1)[CH2:4][C@@H:5]([NH:19][C:20]([C@@H:22]([NH:27][C:28](=[O:31])[O:29][CH3:30])[C:23]([CH3:26])([CH3:25])[CH3:24])=[O:21])[CH2:6][C:7]1[CH:12]=[CH:11][C:10]([C:13]2[CH:18]=[CH:17][CH:16]=[CH:15][N:14]=2)=[CH:9][CH:8]=1. (6) Given the reactants [C:1]([NH:9][C:10]1[S:11][CH2:12][C@@H:13]2[C@@H:18]([C:19]([OH:21])=O)[O:17][CH2:16][C@:14]2([C:22]2[CH:27]=[C:26]([Br:28])[CH:25]=[CH:24][C:23]=2[F:29])[N:15]=1)(=[O:8])[C:2]1[CH:7]=[CH:6][CH:5]=[CH:4][CH:3]=1.Cl.[CH3:31][NH:32][O:33][CH3:34].C(N(CC)CC)C.CN(C(ON1N=NC2C=CC=NC1=2)=[N+](C)C)C.F[P-](F)(F)(F)(F)F.[Cl-].[NH4+], predict the reaction product. The product is: [C:1]([NH:9][C:10]1[S:11][CH2:12][C@@H:13]2[C@@H:18]([C:19]([N:32]([O:33][CH3:34])[CH3:31])=[O:21])[O:17][CH2:16][C@:14]2([C:22]2[CH:27]=[C:26]([Br:28])[CH:25]=[CH:24][C:23]=2[F:29])[N:15]=1)(=[O:8])[C:2]1[CH:7]=[CH:6][CH:5]=[CH:4][CH:3]=1. (7) The product is: [CH3:24][O:25][C:26](=[O:64])[N:27]=[C:28]([S:62][CH3:63])[C:29]([C:43]1[CH:44]=[C:45]([O:60][CH3:61])[CH:46]=[C:47]([OH:49])[CH:48]=1)=[N:30][C:31]1[CH:36]=[CH:35][C:34]([C:37]2[N:41]=[C:40]([CH3:42])[O:39][N:38]=2)=[CH:33][CH:32]=1. Given the reactants CCCC[N+](CCCC)(CCCC)CCCC.[F-].C1COCC1.[CH3:24][O:25][C:26](=[O:64])[N:27]=[C:28]([S:62][CH3:63])[C:29]([C:43]1[CH:48]=[C:47]([O:49][Si](C(C)C)(C(C)C)C(C)C)[CH:46]=[C:45]([O:60][CH3:61])[CH:44]=1)=[N:30][C:31]1[CH:36]=[CH:35][C:34]([C:37]2[N:41]=[C:40]([CH3:42])[O:39][N:38]=2)=[CH:33][CH:32]=1.[Cl-].[NH4+], predict the reaction product. (8) The product is: [C:1]([O:5][C:6](=[O:20])[C:7]([CH3:10])([NH:11][CH3:12])[CH2:8][OH:9])([CH3:4])([CH3:3])[CH3:2]. Given the reactants [C:1]([O:5][C:6](=[O:20])[C:7]([NH:11][CH2:12]C(OC(C)(C)C)=O)([CH3:10])[CH2:8][OH:9])([CH3:4])([CH3:3])[CH3:2].C1(C)C=CC(S(O)(=O)=O)=CC=1.C(OC(=O)C(NC(C1C=CC(OC)=CC=1)C1C=CC(OC)=CC=1)(C)CO)(C)(C)C.C([O-])([O-])=O.[Na+].[Na+], predict the reaction product. (9) The product is: [CH3:24][N:23]([CH3:22])[C:25]1[N:26]=[CH:27][C:28]([CH2:31][CH2:32][NH:33][C:2]2[N:7]=[C:6]([CH:8]([C:11]3[N:15]([CH2:16][CH3:17])[C:14]4[CH:18]=[CH:19][CH:20]=[CH:21][C:13]=4[N:12]=3)[C:9]#[N:10])[CH:5]=[CH:4][N:3]=2)=[CH:29][CH:30]=1. Given the reactants Cl[C:2]1[N:7]=[C:6]([CH:8]([CH:11]2[N:15]([CH2:16][CH3:17])[C:14]3[CH:18]=[CH:19][CH:20]=[CH:21][C:13]=3[NH:12]2)[C:9]#[N:10])[CH:5]=[CH:4][N:3]=1.[CH3:22][N:23]([C:25]1[CH:30]=[CH:29][C:28]([CH2:31][CH2:32][NH2:33])=[CH:27][N:26]=1)[CH3:24], predict the reaction product.